From a dataset of Catalyst prediction with 721,799 reactions and 888 catalyst types from USPTO. Predict which catalyst facilitates the given reaction. (1) Reactant: [CH:1]([C@@H:4]1[N:9]2[C:10]3[C:19]4[C:14](=[CH:15][CH:16]=[CH:17][CH:18]=4)[N:13]=[CH:12][C:11]=3[N:20]=[C:8]2[CH2:7][O:6][CH2:5]1)([CH3:3])[CH3:2].ClC1C=C(C=CC=1)C(OO)=[O:26].C([O-])([O-])=O.[Na+].[Na+]. Product: [CH:1]([C@@H:4]1[N:9]2[C:10]3[C:19]4[C:14](=[CH:15][CH:16]=[CH:17][CH:18]=4)[N+:13]([O-:26])=[CH:12][C:11]=3[N:20]=[C:8]2[CH2:7][O:6][CH2:5]1)([CH3:3])[CH3:2]. The catalyst class is: 2. (2) Reactant: [NH2:1][C:2]1[C:3]([O:10][CH3:11])=[C:4]([CH:7]=[CH:8][CH:9]=1)[C:5]#[N:6].Cl[C:13]1[CH:18]=[C:17]([Cl:19])[N:16]=[N:15][C:14]=1[C:20]([NH:22][CH3:23])=[O:21].C[Si]([N-][Si](C)(C)C)(C)C.[Li+]. Product: [Cl:19][C:17]1[N:16]=[N:15][C:14]([C:20]([NH:22][CH3:23])=[O:21])=[C:13]([NH:1][C:2]2[CH:9]=[CH:8][CH:7]=[C:4]([C:5]#[N:6])[C:3]=2[O:10][CH3:11])[CH:18]=1. The catalyst class is: 1. (3) Product: [CH:52]1([C@H:47]([NH:46][C:45]([C@@H:40]([NH:39][C:38]([C@@H:15]2[CH2:16][C@H:17]([O:19][C:20]3[C:29]4[C:24](=[CH:25][C:26]([O:30][CH3:31])=[CH:27][CH:28]=4)[N:23]=[C:22]([C:32]4[CH:33]=[CH:34][CH:35]=[CH:36][CH:37]=4)[CH:21]=3)[CH2:18][C@H:14]2[C:12]([NH:11][C@:6]2([C:4]([OH:5])=[O:3])[CH2:8][C@H:7]2[CH:9]=[CH2:10])=[O:13])=[O:59])[C:41]([CH3:43])([CH3:42])[CH3:44])=[O:58])[C:48](=[O:51])[NH:49][CH3:50])[CH2:57][CH2:56][CH2:55][CH2:54][CH2:53]1. Reactant: C([O:3][C:4]([C@@:6]1([NH:11][C:12]([C@@H:14]2[CH2:18][C@@H:17]([O:19][C:20]3[C:29]4[C:24](=[CH:25][C:26]([O:30][CH3:31])=[CH:27][CH:28]=4)[N:23]=[C:22]([C:32]4[CH:37]=[CH:36][CH:35]=[CH:34][CH:33]=4)[CH:21]=3)[CH2:16][C@H:15]2[C:38](=[O:59])[NH:39][C@H:40]([C:45](=[O:58])[NH:46][C@@H:47]([CH:52]2[CH2:57][CH2:56][CH2:55][CH2:54][CH2:53]2)[C:48](=[O:51])[NH:49][CH3:50])[C:41]([CH3:44])([CH3:43])[CH3:42])=[O:13])[CH2:8][C@H:7]1[CH:9]=[CH2:10])=[O:5])C.[Li+].[OH-].Cl. The catalyst class is: 87. (4) Reactant: [O:1]=[C:2]1[N:6]([C:7]2[N:12]=[CH:11][C:10]([C:13]([O:15][C:16]([CH3:19])([CH3:18])[CH3:17])=[O:14])=[CH:9][CH:8]=2)[NH:5][CH:4]=[C:3]1[C:20]1[CH:21]=[N:22][CH:23]=[CH:24][CH:25]=1.[ClH:26]. The catalyst class is: 12. Product: [ClH:26].[O:1]=[C:2]1[N:6]([C:7]2[N:12]=[CH:11][C:10]([C:13]([O:15][C:16]([CH3:19])([CH3:18])[CH3:17])=[O:14])=[CH:9][CH:8]=2)[NH:5][CH:4]=[C:3]1[C:20]1[CH:21]=[N:22][CH:23]=[CH:24][CH:25]=1. (5) Reactant: Cl[C:2](=[O:8])[C:3]([O:5][CH2:6][CH3:7])=[O:4].[Cl-].[Al+3].[Cl-].[Cl-].[CH3:13][O:14][CH2:15][CH2:16][S:17][C:18]1[CH:23]=[CH:22][CH:21]=[CH:20][CH:19]=1. Product: [CH2:6]([O:5][C:3](=[O:4])[C:2]([C:21]1[CH:22]=[CH:23][C:18]([S:17][CH2:16][CH2:15][O:14][CH3:13])=[CH:19][CH:20]=1)=[O:8])[CH3:7]. The catalyst class is: 2. (6) Reactant: [Cl:1][C:2]1[N:7]=[C:6]([Cl:8])[C:5]([CH2:9]I)=[CH:4][N:3]=1.C(=O)([O-])[O-].[K+].[K+].[CH2:17]([C:19]1[CH:25]=[CH:24][C:22]([NH2:23])=[CH:21][CH:20]=1)[CH3:18]. Product: [Cl:1][C:2]1[N:7]=[C:6]([Cl:8])[C:5]([CH2:9][NH:23][C:22]2[CH:24]=[CH:25][C:19]([CH2:17][CH3:18])=[CH:20][CH:21]=2)=[CH:4][N:3]=1. The catalyst class is: 95. (7) The catalyst class is: 89. Product: [C:6]([OH:8])(=[O:5])[CH3:7].[CH3:38][C:10]([CH3:9])([CH3:37])[C:11](=[O:36])[CH2:12][O:13][C:14]1[CH:19]=[CH:18][C:17]([C:20]([C:25]2[S:29][C:28]([S:30]([NH2:33])(=[O:32])=[O:31])=[C:27]([CH3:34])[CH:26]=2)([CH2:21][CH3:22])[CH2:23][CH3:24])=[CH:16][C:15]=1[CH3:35]. Reactant: C([O:5][C:6](=[O:8])[CH3:7])(C)(C)C.[CH3:9][C:10]([CH3:38])([CH3:37])[C:11](=[O:36])[CH2:12][O:13][C:14]1[CH:19]=[CH:18][C:17]([C:20]([C:25]2[S:29][C:28]([S:30]([NH2:33])(=[O:32])=[O:31])=[C:27]([CH3:34])[CH:26]=2)([CH2:23][CH3:24])[CH2:21][CH3:22])=[CH:16][C:15]=1[CH3:35]. (8) Reactant: [CH2:1]([N:8]=[C:9]=[O:10])[CH2:2][CH2:3][CH2:4][CH2:5][CH2:6][CH3:7].[CH3:11][O:12][C:13]1[CH:18]=[C:17]([CH2:19][CH2:20][C:21]([O:23][CH3:24])=[O:22])[CH:16]=[CH:15][C:14]=1[C:25]1[CH:30]=[CH:29][CH:28]=[C:27]([NH:31][CH3:32])[CH:26]=1.O1CCCC1.C(N(CC)CC)C. Product: [CH2:1]([NH:8][C:9](=[O:10])[N:31]([C:27]1[CH:26]=[C:25]([C:14]2[CH:15]=[CH:16][C:17]([CH2:19][CH2:20][C:21]([O:23][CH3:24])=[O:22])=[CH:18][C:13]=2[O:12][CH3:11])[CH:30]=[CH:29][CH:28]=1)[CH3:32])[CH2:2][CH2:3][CH2:4][CH2:5][CH2:6][CH3:7]. The catalyst class is: 6. (9) Reactant: Cl[C:2]1[C:11]2[C:6](=[CH:7][C:8]([O:14][CH2:15][CH:16]3[CH2:21][CH2:20][N:19]([CH3:22])[CH2:18][CH2:17]3)=[C:9]([O:12][CH3:13])[CH:10]=2)[N:5]=[CH:4][N:3]=1.[F:23][C:24]1[CH:30]=[C:29]([CH3:31])[CH:28]=[CH:27][C:25]=1[NH2:26].Cl. Product: [F:23][C:24]1[CH:30]=[C:29]([CH3:31])[CH:28]=[CH:27][C:25]=1[NH:26][C:2]1[C:11]2[C:6](=[CH:7][C:8]([O:14][CH2:15][CH:16]3[CH2:21][CH2:20][N:19]([CH3:22])[CH2:18][CH2:17]3)=[C:9]([O:12][CH3:13])[CH:10]=2)[N:5]=[CH:4][N:3]=1. The catalyst class is: 32.